Dataset: Forward reaction prediction with 1.9M reactions from USPTO patents (1976-2016). Task: Predict the product of the given reaction. Given the reactants [Br:1][C:2]1[CH:7]=[CH:6][C:5]([N:8]2[CH2:12][CH2:11][CH2:10][C@H:9]2[CH2:13]C#N)=[CH:4][CH:3]=1.[CH3:16][S:17](Cl)(=[O:19])=[O:18], predict the reaction product. The product is: [Br:1][C:2]1[CH:7]=[CH:6][C:5]([N:8]2[CH2:12][CH2:11][CH2:10][CH:9]2[CH2:13][S:17]([CH3:16])(=[O:19])=[O:18])=[CH:4][CH:3]=1.